From a dataset of Peptide-MHC class I binding affinity with 185,985 pairs from IEDB/IMGT. Regression. Given a peptide amino acid sequence and an MHC pseudo amino acid sequence, predict their binding affinity value. This is MHC class I binding data. (1) The peptide sequence is LLMYNLLTI. The MHC is HLA-A32:01 with pseudo-sequence HLA-A32:01. The binding affinity (normalized) is 0.605. (2) The peptide sequence is AELIDSFTW. The MHC is HLA-B51:01 with pseudo-sequence HLA-B51:01. The binding affinity (normalized) is 0.0847.